From a dataset of Experimentally validated miRNA-target interactions with 360,000+ pairs, plus equal number of negative samples. Binary Classification. Given a miRNA mature sequence and a target amino acid sequence, predict their likelihood of interaction. The miRNA is ath-miR156a-5p with sequence UGACAGAAGAGAGUGAGCAC. The protein sequence of the target gene is MEPTTSLRSCPIASLLFFLVLSLFVLVSAQFTVIGPAEPILAMVGENTTLHCHLSPERNAEEMEVRWFRWRFFPAVLVYRGHQERPEEQMVAYRGRTTFMRTDISKGRVALIIHNVTAYDNGIYCCYFQEGRSYDQATMKLMVASLGSEPLIKMKTLEDGSILLECTSEGWYPEPRAVWRDPYDEVVPALEEEYTADREGLFTVTMTIIIRDCSVRNMTCSVNNTLLSQEVESVILIPESFVPSLPLWMVAVAVTLPVVMLILLTSGSICLVKKHRRKKSILSAEKEAEYEEKEAARQLQ.... Result: 0 (no interaction).